This data is from Full USPTO retrosynthesis dataset with 1.9M reactions from patents (1976-2016). The task is: Predict the reactants needed to synthesize the given product. (1) The reactants are: C([O:3][C:4](=[O:19])[C@@H:5]([O:17][CH3:18])[CH2:6][C:7]1[CH:12]=[CH:11][C:10]([C:13]#[C:14][CH2:15]Cl)=[CH:9][CH:8]=1)C.[CH:20]1[CH:25]=[CH:24][C:23]([NH:26][C:27]2[CH:32]=[CH:31][CH:30]=[C:29]([OH:33])[CH:28]=2)=[CH:22][CH:21]=1. Given the product [CH3:18][O:17][C@@H:5]([CH2:6][C:7]1[CH:8]=[CH:9][C:10]([C:13]#[C:14][CH2:15][O:33][C:29]2[CH:30]=[CH:31][CH:32]=[C:27]([NH:26][C:23]3[CH:22]=[CH:21][CH:20]=[CH:25][CH:24]=3)[CH:28]=2)=[CH:11][CH:12]=1)[C:4]([OH:3])=[O:19], predict the reactants needed to synthesize it. (2) Given the product [CH2:1]([O:5][CH2:6][CH2:7][C:8]1[CH:9]=[CH:10][C:11]([C:14]2[N:15]([C:30]3[CH:31]=[CH:32][C:33]([Cl:36])=[CH:34][CH:35]=3)[C:16](=[O:29])[C:17]3[CH:22]=[N:21][N:20]([C:23]4[CH:28]=[CH:27][CH:26]=[CH:25][CH:24]=4)[C:18]=3[N:19]=2)=[CH:12][CH:13]=1)[CH2:2][CH2:3][CH3:4], predict the reactants needed to synthesize it. The reactants are: [CH2:1]([O:5][CH:6]=[CH:7][C:8]1[CH:13]=[CH:12][C:11]([C:14]2[N:15]([C:30]3[CH:35]=[CH:34][C:33]([Cl:36])=[CH:32][CH:31]=3)[C:16](=[O:29])[C:17]3[CH:22]=[N:21][N:20]([C:23]4[CH:28]=[CH:27][CH:26]=[CH:25][CH:24]=4)[C:18]=3[N:19]=2)=[CH:10][CH:9]=1)[CH2:2][CH2:3][CH3:4].